The task is: Predict the reactants needed to synthesize the given product.. This data is from Full USPTO retrosynthesis dataset with 1.9M reactions from patents (1976-2016). (1) Given the product [ClH:33].[CH:20]1([CH2:19][C@@H:17]2[CH2:16][NH:15][C@H:14]([C:12]([OH:13])=[O:11])[CH2:18]2)[CH2:21][CH2:22][CH2:23][CH2:24][CH2:25]1, predict the reactants needed to synthesize it. The reactants are: C(C1CCC(C)CC1[O:11][C:12]([CH:14]1[CH2:18][CH:17]([CH2:19][CH:20]2[CH2:25][CH2:24][CH2:23][CH2:22][CH2:21]2)[CH2:16][N:15]1C(OC(C)(C)C)=O)=[O:13])(C)C.[ClH:33]. (2) Given the product [CH2:13]([NH:12][C@@H:11]1[CH2:10][CH2:9][C:4]2([O:5][CH2:6][CH2:7][O:8]2)[CH2:3][C@H:2]1[CH3:1])[C:14]1[CH:15]=[CH:16][CH:17]=[CH:18][CH:19]=1, predict the reactants needed to synthesize it. The reactants are: [CH3:1][CH:2]1[C:11](=[N:12][CH2:13][C:14]2[CH:19]=[CH:18][CH:17]=[CH:16][CH:15]=2)[CH2:10][CH2:9][C:4]2([O:8][CH2:7][CH2:6][O:5]2)[CH2:3]1.[BH4-].[Na+]. (3) Given the product [CH3:13][C:11]1[C:10]([OH:18])=[CH:9][CH:8]=[C:7]([C:1]2[CH:6]=[CH:5][CH:4]=[CH:3][CH:2]=2)[N:12]=1, predict the reactants needed to synthesize it. The reactants are: [C:1]1([C:7]2[N:12]=[C:11]([CH:13]=O)[CH:10]=[CH:9][CH:8]=2)[CH:6]=[CH:5][CH:4]=[CH:3][CH:2]=1.[BH4-].[Na+].C[OH:18]. (4) Given the product [CH3:38][CH:15]1[C:12]2=[CH:13][N:14]=[C:9]([NH2:8])[CH:10]=[C:11]2[C:22]2[CH:21]=[CH:20][CH:19]=[CH:18][C:17]=2[O:16]1, predict the reactants needed to synthesize it. The reactants are: COC1C=CC(C[N:8](CC2C=CC(OC)=CC=2)[C:9]2[CH:10]=[C:11]3[C:22]4[CH:21]=[CH:20][C:19](OC[C@@H](NC(=O)OC(C)(C)C)CC(C)C)=[CH:18][C:17]=4[O:16][CH:15]([CH3:38])[C:12]3=[CH:13][N:14]=2)=CC=1.C(O)(C(F)(F)F)=O. (5) Given the product [F:18][C:16]1[CH:15]=[CH:14][C:13]([N+:19]([O-:21])=[O:20])=[C:12]([NH:1][C:2]2[S:3][C:4]([CH2:9][CH3:10])=[CH:5][C:6]=2[C:7]#[N:8])[CH:17]=1, predict the reactants needed to synthesize it. The reactants are: [NH2:1][C:2]1[S:3][C:4]([CH2:9][CH3:10])=[CH:5][C:6]=1[C:7]#[N:8].F[C:12]1[CH:17]=[C:16]([F:18])[CH:15]=[CH:14][C:13]=1[N+:19]([O-:21])=[O:20].[H-].[Na+]. (6) Given the product [C:1]1([CH3:11])[CH:6]=[CH:5][CH:4]=[CH:3][C:2]=1[C:7](=[O:13])[C:8](=[O:10])[CH3:9], predict the reactants needed to synthesize it. The reactants are: [C:1]1([CH3:11])[CH:6]=[CH:5][CH:4]=[CH:3][C:2]=1[CH2:7][C:8](=[O:10])[CH3:9].[Cr](Cl)([O-])(=O)=[O:13].[NH+]1C=CC=CC=1.N1C=CC=CC=1. (7) Given the product [O:7]1[CH2:12][CH2:13][O:14][CH:6]1[C:5]1[CH:8]=[CH:9][N:10]=[CH:11][C:4]=1[N+:1]([O-:3])=[O:2], predict the reactants needed to synthesize it. The reactants are: [N+:1]([C:4]1[CH:11]=[N:10][CH:9]=[CH:8][C:5]=1[CH:6]=[O:7])([O-:3])=[O:2].[CH2:12](O)[CH2:13][OH:14].C1(C)C=CC(S(O)(=O)=O)=CC=1. (8) The reactants are: [CH3:1][C:2]1[CH:7]=[C:6](C(C)=O)[CH:5]=[CH:4][C:3]=1[Cl:11].[S].N1[CH2:18][CH2:17][O:16]CC1.[OH-:19].[K+]. Given the product [Cl:11][C:3]1[CH:4]=[CH:5][C:6]([CH2:18][C:17]([OH:16])=[O:19])=[CH:7][C:2]=1[CH3:1], predict the reactants needed to synthesize it. (9) Given the product [CH3:1][C:2]1[N:7]=[C:6]([CH2:8][C:9]([NH2:17])=[O:10])[CH:5]=[C:4]([C:13]([F:16])([F:15])[F:14])[CH:3]=1, predict the reactants needed to synthesize it. The reactants are: [CH3:1][C:2]1[N:7]=[C:6]([CH2:8][C:9](OC)=[O:10])[CH:5]=[C:4]([C:13]([F:16])([F:15])[F:14])[CH:3]=1.[NH3:17].CO.